Dataset: Blood-brain barrier permeability classification from the B3DB database. Task: Regression/Classification. Given a drug SMILES string, predict its absorption, distribution, metabolism, or excretion properties. Task type varies by dataset: regression for continuous measurements (e.g., permeability, clearance, half-life) or binary classification for categorical outcomes (e.g., BBB penetration, CYP inhibition). Dataset: b3db_classification. (1) The result is 1 (penetrates BBB). The drug is CN(C)CCCN1Cc2ccccc2Cc2ccccc21. (2) The molecule is CN1CCC23c4c5ccc(OC(=O)c6cccnc6)c4OC2C(OC(=O)c2cccnc2)C=CC3C1C5. The result is 1 (penetrates BBB). (3) The compound is CC1CNc2c(cccc2S(=O)(=O)N[C@@H](CCCN=C(N)N)C(=O)N2CC[C@@H](C)C[C@@H]2C(=O)O)C1. The result is 0 (does not penetrate BBB). (4) The molecule is CC(=O)NCCC[C@H](NC(C)=O)C(=O)O. The result is 1 (penetrates BBB). (5) The drug is CN(C)CCc1c[nH]c2cccc(OP(=O)(O)O)c12. The result is 1 (penetrates BBB).